Task: Regression. Given two drug SMILES strings and cell line genomic features, predict the synergy score measuring deviation from expected non-interaction effect.. Dataset: NCI-60 drug combinations with 297,098 pairs across 59 cell lines (1) Drug 2: C1C(C(OC1N2C=NC3=C2NC=NCC3O)CO)O. Cell line: CAKI-1. Drug 1: CC1=CC=C(C=C1)C2=CC(=NN2C3=CC=C(C=C3)S(=O)(=O)N)C(F)(F)F. Synergy scores: CSS=-11.7, Synergy_ZIP=3.72, Synergy_Bliss=1.29, Synergy_Loewe=-4.91, Synergy_HSA=-4.33. (2) Drug 1: CCC1=C2CN3C(=CC4=C(C3=O)COC(=O)C4(CC)O)C2=NC5=C1C=C(C=C5)O. Drug 2: CCN(CC)CCNC(=O)C1=C(NC(=C1C)C=C2C3=C(C=CC(=C3)F)NC2=O)C. Cell line: SNB-75. Synergy scores: CSS=18.5, Synergy_ZIP=-6.59, Synergy_Bliss=-6.25, Synergy_Loewe=-51.4, Synergy_HSA=-6.32. (3) Drug 1: C1=NC2=C(N=C(N=C2N1C3C(C(C(O3)CO)O)F)Cl)N. Drug 2: CN(C(=O)NC(C=O)C(C(C(CO)O)O)O)N=O. Cell line: SK-MEL-5. Synergy scores: CSS=-2.00, Synergy_ZIP=-0.991, Synergy_Bliss=0.250, Synergy_Loewe=-5.50, Synergy_HSA=-1.86. (4) Drug 1: CNC(=O)C1=CC=CC=C1SC2=CC3=C(C=C2)C(=NN3)C=CC4=CC=CC=N4. Drug 2: C1=CC=C(C=C1)NC(=O)CCCCCCC(=O)NO. Cell line: CAKI-1. Synergy scores: CSS=6.91, Synergy_ZIP=-8.52, Synergy_Bliss=-10.2, Synergy_Loewe=-9.23, Synergy_HSA=-9.72. (5) Drug 1: C1CC(C1)(C(=O)O)C(=O)O.[NH2-].[NH2-].[Pt+2]. Drug 2: CC1CCC2CC(C(=CC=CC=CC(CC(C(=O)C(C(C(=CC(C(=O)CC(OC(=O)C3CCCCN3C(=O)C(=O)C1(O2)O)C(C)CC4CCC(C(C4)OC)O)C)C)O)OC)C)C)C)OC. Cell line: BT-549. Synergy scores: CSS=10.7, Synergy_ZIP=-3.64, Synergy_Bliss=-1.72, Synergy_Loewe=-20.6, Synergy_HSA=-1.04. (6) Drug 1: CN1C2=C(C=C(C=C2)N(CCCl)CCCl)N=C1CCCC(=O)O.Cl. Drug 2: COC1=C2C(=CC3=C1OC=C3)C=CC(=O)O2. Cell line: LOX IMVI. Synergy scores: CSS=0.648, Synergy_ZIP=4.49, Synergy_Bliss=8.25, Synergy_Loewe=0.995, Synergy_HSA=1.80. (7) Drug 1: CN(C)N=NC1=C(NC=N1)C(=O)N. Drug 2: CCC1=C2CN3C(=CC4=C(C3=O)COC(=O)C4(CC)O)C2=NC5=C1C=C(C=C5)O. Cell line: COLO 205. Synergy scores: CSS=29.1, Synergy_ZIP=-1.12, Synergy_Bliss=-3.93, Synergy_Loewe=-22.7, Synergy_HSA=-3.77. (8) Drug 1: CC12CCC(CC1=CCC3C2CCC4(C3CC=C4C5=CN=CC=C5)C)O. Drug 2: CC1C(C(CC(O1)OC2CC(CC3=C2C(=C4C(=C3O)C(=O)C5=C(C4=O)C(=CC=C5)OC)O)(C(=O)CO)O)N)O.Cl. Cell line: T-47D. Synergy scores: CSS=38.7, Synergy_ZIP=0.598, Synergy_Bliss=0.186, Synergy_Loewe=-8.39, Synergy_HSA=1.61.